Dataset: Reaction yield outcomes from USPTO patents with 853,638 reactions. Task: Predict the reaction yield, written as a fraction of the theoretical maximum amount of product (1.0 means a 100% yield; for example, 0.34 means a 34% yield). (1) The reactants are C(OC([N:8]1[CH2:13][CH2:12][CH:11]([O:14][C:15]2[CH:40]=[C:39]([O:41]COC)[CH:38]=[CH:37][C:16]=2[C:17]([NH:19][C:20]2[CH:35]=[CH:34][C:33]([F:36])=[CH:32][C:21]=2[C:22]([NH:24][C:25]2[CH:30]=[CH:29][C:28]([Cl:31])=[CH:27][N:26]=2)=[O:23])=[O:18])[CH2:10][CH2:9]1)=O)(C)(C)C.Cl. The catalyst is CO.O1CCOCC1. The product is [Cl:31][C:28]1[CH:29]=[CH:30][C:25]([NH:24][C:22](=[O:23])[C:21]2[CH:32]=[C:33]([F:36])[CH:34]=[CH:35][C:20]=2[NH:19][C:17](=[O:18])[C:16]2[CH:37]=[CH:38][C:39]([OH:41])=[CH:40][C:15]=2[O:14][CH:11]2[CH2:12][CH2:13][NH:8][CH2:9][CH2:10]2)=[N:26][CH:27]=1. The yield is 1.00. (2) The reactants are [CH3:1][O:2][C:3](=[O:18])[C:4]1[C:5](=[C:10]([CH3:17])[C:11]([CH2:15][CH3:16])=[CH:12][C:13]=1[OH:14])[C:6]([O:8][CH3:9])=[O:7].C(=O)([O-])[O-].[K+].[K+].[CH2:25](Br)[CH:26]=[CH2:27]. The catalyst is CN(C=O)C. The product is [CH3:1][O:2][C:3](=[O:18])[C:4]1[C:5](=[C:10]([CH3:17])[C:11]([CH2:15][CH3:16])=[CH:12][C:13]=1[O:14][CH2:27][CH:26]=[CH2:25])[C:6]([O:8][CH3:9])=[O:7]. The yield is 0.830. (3) The reactants are [C:1]([C:4]1[CH:5]=[N:6][N:7](C(OC(C)(C)C)=O)[C:8]=1[C:9]1[CH:14]=[CH:13][C:12]([F:15])=[CH:11][CH:10]=1)(=[S:3])[NH2:2].Cl[CH2:24][C:25](=O)[CH2:26][C:27]([O:29][CH2:30][CH3:31])=[O:28]. The catalyst is CCO. The product is [F:15][C:12]1[CH:11]=[CH:10][C:9]([C:8]2[NH:7][N:6]=[CH:5][C:4]=2[C:1]2[S:3][CH:24]=[C:25]([CH2:26][C:27]([O:29][CH2:30][CH3:31])=[O:28])[N:2]=2)=[CH:14][CH:13]=1. The yield is 0.690. (4) The reactants are C[N:2](C)[C:3]([CH3:32])=[CH:4][C:5]([C:7]1[CH:12]=[CH:11][CH:10]=[C:9]([C:13]2[CH:18]=[C:17]([NH:19][CH2:20][CH2:21][C:22]3[CH:27]=[CH:26][C:25]([O:28][CH3:29])=[CH:24][CH:23]=3)[N:16]=[C:15]([O:30][CH3:31])[N:14]=2)[CH:8]=1)=O.O.[NH2:35]N.CCO.CCOC(C)=O. The catalyst is CCCCCCC. The product is [CH3:31][O:30][C:15]1[N:16]=[C:17]([NH:19][CH2:20][CH2:21][C:22]2[CH:23]=[CH:24][C:25]([O:28][CH3:29])=[CH:26][CH:27]=2)[CH:18]=[C:13]([C:9]2[CH:10]=[CH:11][CH:12]=[C:7]([C:5]3[NH:35][N:2]=[C:3]([CH3:32])[CH:4]=3)[CH:8]=2)[N:14]=1. The yield is 0.990. (5) The catalyst is C(Cl)(Cl)Cl. The reactants are [Br:1][C:2]1[CH:3]=[N:4][N:5]([CH3:16])[C:6]=1[C:7]1[CH:8]=[C:9]([C:13]([OH:15])=O)[S:10][C:11]=1[CH3:12].[NH2:17][C@@H:18]([CH2:31][C:32]1[CH:37]=[CH:36][CH:35]=[C:34]([C:38]([F:41])([F:40])[F:39])[CH:33]=1)[CH2:19][N:20]1[C:28](=[O:29])[C:27]2[C:22](=[CH:23][CH:24]=[CH:25][CH:26]=2)[C:21]1=[O:30].CC(OC(N[C@H](C(O)=O)CC1C=CC=CC=1C(F)(F)F)=O)(C)C.C1CN([P+](Br)(N2CCCC2)N2CCCC2)CC1.F[P-](F)(F)(F)(F)F.CCN(C(C)C)C(C)C. The yield is 0.690. The product is [Br:1][C:2]1[CH:3]=[N:4][N:5]([CH3:16])[C:6]=1[C:7]1[CH:8]=[C:9]([C:13]([NH:17][C@@H:18]([CH2:31][C:32]2[CH:37]=[CH:36][CH:35]=[C:34]([C:38]([F:41])([F:39])[F:40])[CH:33]=2)[CH2:19][N:20]2[C:21](=[O:30])[C:22]3[C:27](=[CH:26][CH:25]=[CH:24][CH:23]=3)[C:28]2=[O:29])=[O:15])[S:10][C:11]=1[CH3:12]. (6) The reactants are [F:1][C:2]1[CH:7]=[C:6]([CH2:8]O)[CH:5]=[C:4]([NH:10][CH2:11][C:12]2[CH:17]=[CH:16][C:15]([O:18][CH3:19])=[CH:14][CH:13]=2)[N:3]=1.C(N(CC)CC)C.CS(Cl)(=O)=O.[CH:32]([C:35]1[C:40](=[O:41])[NH:39][C:38](=[O:42])[NH:37][C:36]=1[C:43]([C:45]1[CH:46]=[C:47]([CH:52]=[CH:53][C:54]#[N:55])[CH:48]=[C:49]([CH3:51])[CH:50]=1)=[O:44])([CH3:34])[CH3:33].C(=O)([O-])[O-].[K+].[K+].[I-].[Li+]. The catalyst is C(Cl)(Cl)Cl.ClCCl.CN(C=O)C. The product is [F:1][C:2]1[CH:7]=[C:6]([CH2:8][N:37]2[C:36]([C:43]([C:45]3[CH:46]=[C:47]([CH:52]=[CH:53][C:54]#[N:55])[CH:48]=[C:49]([CH3:51])[CH:50]=3)=[O:44])=[C:35]([CH:32]([CH3:33])[CH3:34])[C:40](=[O:41])[NH:39][C:38]2=[O:42])[CH:5]=[C:4]([NH:10][CH2:11][C:12]2[CH:17]=[CH:16][C:15]([O:18][CH3:19])=[CH:14][CH:13]=2)[N:3]=1. The yield is 0.590. (7) The reactants are [F:1][C:2]1[CH:7]=[CH:6][C:5]([N:8]2[C:12]([C:13]3[CH:23]=[CH:22][C:16]4[O:17][CH2:18][C:19](=[O:21])[NH:20][C:15]=4[CH:14]=3)=[CH:11][C:10]([C:24]([OH:26])=O)=[N:9]2)=[CH:4][CH:3]=1.[NH3:27]. No catalyst specified. The yield is 0.760. The product is [F:1][C:2]1[CH:3]=[CH:4][C:5]([N:8]2[C:12]([C:13]3[CH:23]=[CH:22][C:16]4[O:17][CH2:18][C:19](=[O:21])[NH:20][C:15]=4[CH:14]=3)=[CH:11][C:10]([C:24]([NH2:27])=[O:26])=[N:9]2)=[CH:6][CH:7]=1. (8) The reactants are [Br:1][C:2]1[CH:11]=[C:10]2[C:5]([C:6](=O)[NH:7][C:8]([CH3:12])=[N:9]2)=[CH:4][CH:3]=1.O(Cl)[Cl:15]. The catalyst is CN(C)C1C=CC=CC=1. The product is [Br:1][C:2]1[CH:11]=[C:10]2[C:5]([C:6]([Cl:15])=[N:7][C:8]([CH3:12])=[N:9]2)=[CH:4][CH:3]=1. The yield is 0.590.